This data is from Catalyst prediction with 721,799 reactions and 888 catalyst types from USPTO. The task is: Predict which catalyst facilitates the given reaction. (1) Reactant: FC(F)(F)C(O)=O.[F:8][C:9]1[CH:45]=[C:44]([F:46])[CH:43]=[CH:42][C:10]=1[O:11][C:12]1[C:13]([C:23]2[C:24]3[CH:33]=[N:32][N:31](COCC[Si](C)(C)C)[C:25]=3[C:26](=[O:30])[N:27]([CH3:29])[CH:28]=2)=[CH:14][CH:15]=[C:16]2[C:21]=1[NH:20][C:19](=[O:22])[CH2:18][NH:17]2. The catalyst class is: 2. Product: [F:8][C:9]1[CH:45]=[C:44]([F:46])[CH:43]=[CH:42][C:10]=1[O:11][C:12]1[C:13]([C:23]2[C:24]3[CH:33]=[N:32][NH:31][C:25]=3[C:26](=[O:30])[N:27]([CH3:29])[CH:28]=2)=[CH:14][CH:15]=[C:16]2[C:21]=1[NH:20][C:19](=[O:22])[CH:18]=[N:17]2. (2) Reactant: Cl.Cl.[C:3]([C:7]1[CH:12]=[CH:11][CH:10]=[CH:9][C:8]=1[N:13]1[CH2:18][CH2:17][NH:16][CH2:15][CH2:14]1)([CH3:6])([CH3:5])[CH3:4].[C:19]([C:21]1[CH:29]=[CH:28][C:24]([C:25](Cl)=[O:26])=[CH:23][CH:22]=1)#[N:20].C(N(CC)CC)C.O1CCCC1. Product: [C:3]([C:7]1[CH:12]=[CH:11][CH:10]=[CH:9][C:8]=1[N:13]1[CH2:18][CH2:17][N:16]([C:25]([C:24]2[CH:28]=[CH:29][C:21]([C:19]#[N:20])=[CH:22][CH:23]=2)=[O:26])[CH2:15][CH2:14]1)([CH3:6])([CH3:4])[CH3:5]. The catalyst class is: 6.